This data is from Reaction yield outcomes from USPTO patents with 853,638 reactions. The task is: Predict the reaction yield, written as a fraction of the theoretical maximum amount of product (1.0 means a 100% yield; for example, 0.34 means a 34% yield). (1) The reactants are [CH3:1][N:2]1[CH2:7][CH2:6][N:5]([C:8]2[CH:13]=[CH:12][C:11]([NH2:14])=[C:10]([C:15]3[S:16][CH:17]=[CH:18][C:19]=3[CH3:20])[CH:9]=2)[CH2:4][CH2:3]1.[C:21]([C:23]1[O:27][C:26]([C:28](Cl)=[O:29])=[CH:25][CH:24]=1)#[N:22].CCN(C(C)C)C(C)C. No catalyst specified. The product is [CH3:1][N:2]1[CH2:3][CH2:4][N:5]([C:8]2[CH:13]=[CH:12][C:11]([NH:14][C:28]([C:26]3[O:27][C:23]([C:21]#[N:22])=[CH:24][CH:25]=3)=[O:29])=[C:10]([C:15]3[S:16][CH:17]=[CH:18][C:19]=3[CH3:20])[CH:9]=2)[CH2:6][CH2:7]1. The yield is 0.360. (2) The product is [Cl:47][C:48]1[N:53]=[C:52]([C:5]2[S:1][C:2]3[C:9]([C:10]4[CH:25]=[CH:24][CH:23]=[CH:22][C:11]=4[O:12][CH2:13][CH2:14][O:15][CH:16]4[CH2:21][CH2:20][CH2:19][CH2:18][O:17]4)=[CH:8][CH:7]=[CH:6][C:3]=3[CH:4]=2)[C:51]([F:55])=[CH:50][N:49]=1. The catalyst is C1COCC1.C(Cl)(Cl)Cl.C(O)(C)C.O.C1C=CC(P(C2C=CC=CC=2)[C-]2C=CC=C2)=CC=1.C1C=CC(P(C2C=CC=CC=2)[C-]2C=CC=C2)=CC=1.Cl[Pd]Cl.[Fe+2]. The yield is 0.800. The reactants are [S:1]1[CH:5]=[CH:4][C:3]2[CH:6]=[CH:7][CH:8]=[C:9]([C:10]3[CH:25]=[CH:24][CH:23]=[CH:22][C:11]=3[O:12][CH2:13][CH2:14][O:15][CH:16]3[CH2:21][CH2:20][CH2:19][CH2:18][O:17]3)[C:2]1=2.C(OB(OC(C)C)OC(C)C)(C)C.C([N-]C(C)C)(C)C.[Li+].[Cl:47][C:48]1[N:53]=[C:52](Cl)[C:51]([F:55])=[CH:50][N:49]=1.C(=O)([O-])[O-].[Na+].[Na+]. (3) The reactants are [Cl:1][C:2]1[CH:7]=[N:6][NH:5][C:4](=[O:8])[C:3]=1[CH:9]1[CH2:13][CH2:12][CH2:11][CH2:10]1.C(=O)([O-])[O-].[K+].[K+].[CH2:20](Br)[C:21]1[CH:26]=[CH:25][CH:24]=[CH:23][CH:22]=1. The catalyst is CN(C=O)C. The product is [CH2:20]([N:5]1[C:4](=[O:8])[C:3]([CH:9]2[CH2:13][CH2:12][CH2:11][CH2:10]2)=[C:2]([Cl:1])[CH:7]=[N:6]1)[C:21]1[CH:26]=[CH:25][CH:24]=[CH:23][CH:22]=1. The yield is 0.770. (4) The reactants are Cl.[N:2]1([C:7]2[CH:35]=[CH:34][C:10]([CH2:11][CH:12]([NH:24][S:25]([C:28]3[CH:29]=[N:30][CH:31]=[CH:32][CH:33]=3)(=[O:27])=[O:26])[C:13]3[N:18]=[C:17]([NH:19][CH2:20][C:21]([OH:23])=[O:22])[CH:16]=[CH:15][CH:14]=3)=[CH:9][CH:8]=2)[CH:6]=[CH:5][CH:4]=[N:3]1.[C:36](OC(N(CC(OC(C)(C)C)=O)C1C=CC=C(C(S(C2C=CC=CN=2)(=O)=O)NCC2C=CC(C3SC=CN=3)=CC=2)N=1)=O)(C)(C)[CH3:37]. No catalyst specified. The product is [N:2]1([C:7]2[CH:8]=[CH:9][C:10]([CH2:11][CH:12]([NH:24][S:25]([C:28]3[CH:29]=[N:30][CH:31]=[CH:32][CH:33]=3)(=[O:27])=[O:26])[C:13]3[N:18]=[C:17]([NH:19][CH2:20][C:21]([O:23][CH2:36][CH3:37])=[O:22])[CH:16]=[CH:15][CH:14]=3)=[CH:34][CH:35]=2)[CH:6]=[CH:5][CH:4]=[N:3]1. The yield is 0.950. (5) The yield is 0.940. The product is [N:15]1[CH:16]=[CH:17][C:12]([N:1]2[C:9]3[C:4](=[CH:5][CH:6]=[CH:7][CH:8]=3)[CH:3]=[CH:2]2)=[CH:13][CH:14]=1. The reactants are [NH:1]1[C:9]2[C:4](=[CH:5][CH:6]=[CH:7][CH:8]=2)[CH:3]=[CH:2]1.Cl.Cl[C:12]1[CH:17]=[CH:16][N:15]=[CH:14][CH:13]=1.[I-].[K+].CC(C)([O-])C.[Na+]. The catalyst is C(OCC)(=O)C.O.CC(N(C)C)=O. (6) The reactants are [NH2:1][C:2]1[CH:3]=[C:4]([CH:7]=[CH:8][CH:9]=1)[CH:5]=[O:6].[F:10][C:11]1[CH:16]=[CH:15][C:14]([C:17]([F:20])([F:19])[F:18])=[CH:13][C:12]=1[N:21]=[C:22]=[O:23].S([O-])(O)(=O)=O.[K+]. The catalyst is ClCCCl. The product is [F:10][C:11]1[CH:16]=[CH:15][C:14]([C:17]([F:20])([F:19])[F:18])=[CH:13][C:12]=1[NH:21][C:22]([NH:1][C:2]1[CH:9]=[CH:8][CH:7]=[C:4]([CH:5]=[O:6])[CH:3]=1)=[O:23]. The yield is 0.570. (7) The reactants are [CH2:1]([O:4][C:5]1[CH:18]=[CH:17][CH:16]=[CH:15][C:6]=1[CH2:7][C:8]1[C:9](N)=[N:10][NH:11][C:12]=1N)[CH:2]=[CH2:3].[PH2](O)=O.N([O-])=O.[Na+]. The catalyst is O. The product is [CH2:1]([O:4][C:5]1[CH:18]=[CH:17][CH:16]=[CH:15][C:6]=1[CH2:7][C:8]1[CH:9]=[N:10][NH:11][CH:12]=1)[CH:2]=[CH2:3]. The yield is 0.230. (8) The reactants are [Cl:1][C:2]1[CH:7]=[CH:6][N:5]=[C:4]([CH3:8])[CH:3]=1.[F:9][C:10]1[CH:20]=[CH:19][C:13]([C:14](OCC)=[O:15])=[CH:12][CH:11]=1.C[Si]([N-][Si](C)(C)C)(C)C.[Li+]. The catalyst is O1CCCC1. The product is [Cl:1][C:2]1[CH:7]=[CH:6][N:5]=[C:4]([CH2:8][C:14]([C:13]2[CH:19]=[CH:20][C:10]([F:9])=[CH:11][CH:12]=2)=[O:15])[CH:3]=1. The yield is 0.990.